Dataset: Peptide-MHC class II binding affinity with 134,281 pairs from IEDB. Task: Regression. Given a peptide amino acid sequence and an MHC pseudo amino acid sequence, predict their binding affinity value. This is MHC class II binding data. (1) The peptide sequence is EKKYFAATQFEPIAA. The MHC is HLA-DPA10201-DPB11401 with pseudo-sequence HLA-DPA10201-DPB11401. The binding affinity (normalized) is 0.627. (2) The peptide sequence is PKKYFAATQFEPLAA. The MHC is HLA-DPA10103-DPB10401 with pseudo-sequence HLA-DPA10103-DPB10401. The binding affinity (normalized) is 0.971. (3) The peptide sequence is AAFTSSSKAATAKAP. The MHC is HLA-DPA10201-DPB11401 with pseudo-sequence HLA-DPA10201-DPB11401. The binding affinity (normalized) is 0.615.